From a dataset of Forward reaction prediction with 1.9M reactions from USPTO patents (1976-2016). Predict the product of the given reaction. (1) Given the reactants [Cl:1][C:2]1[CH:7]=[CH:6][N:5]=[C:4]([N:8]2[C:12]([CH3:13])=[C:11]([C:14]([OH:16])=[O:15])[CH:10]=[N:9]2)[C:3]=1[F:17].CN([CH:21]=[C:22]([C:30](=O)C)[C:23](OC(C)(C)C)=O)C, predict the reaction product. The product is: [Cl:1][C:2]1[CH:7]=[CH:6][N:5]=[C:4]([N:8]2[C:12]([CH3:13])=[C:11]([C:14]([O:16][C:22]([CH3:30])([CH3:23])[CH3:21])=[O:15])[CH:10]=[N:9]2)[C:3]=1[F:17]. (2) Given the reactants [N:1]1([C:7]2[C:12]3[CH:13]=[CH:14][O:15][C:11]=3[CH:10]=[CH:9][N:8]=2)[CH2:6][CH2:5][NH:4][CH2:3][CH2:2]1.C(O)(=O)C.[H][H], predict the reaction product. The product is: [N:1]1([C:7]2[C:12]3[CH2:13][CH2:14][O:15][C:11]=3[CH:10]=[CH:9][N:8]=2)[CH2:2][CH2:3][NH:4][CH2:5][CH2:6]1. (3) Given the reactants [CH3:1][C:2]1([C:20]([O:22]C)=[O:21])[C:10]2[CH:9]=[N:8][C:7]([S:11][CH3:12])=[N:6][C:5]=2[CH2:4][N:3]1[C:13]([O:15][C:16]([CH3:19])([CH3:18])[CH3:17])=[O:14].O.[OH-].[Li+], predict the reaction product. The product is: [C:16]([O:15][C:13]([N:3]1[C:2]([CH3:1])([C:20]([OH:22])=[O:21])[C:10]2[CH:9]=[N:8][C:7]([S:11][CH3:12])=[N:6][C:5]=2[CH2:4]1)=[O:14])([CH3:19])([CH3:18])[CH3:17]. (4) Given the reactants [Cl:1][C:2]1[C:3]([O:27][CH2:28][CH3:29])=[C:4](/[C:17](/[CH2:25][CH3:26])=[C:18](/[F:24])\[C:19](OCC)=[O:20])[CH:5]=[C:6]2[C:11]=1[O:10][C:9]([CH3:13])([CH3:12])[CH:8]=[C:7]2[CH:14]([CH3:16])[CH3:15].[H-].C([Al+]CC(C)C)C(C)C, predict the reaction product. The product is: [Cl:1][C:2]1[C:3]([O:27][CH2:28][CH3:29])=[C:4](/[C:17](/[CH2:25][CH3:26])=[C:18](/[F:24])\[CH2:19][OH:20])[CH:5]=[C:6]2[C:11]=1[O:10][C:9]([CH3:13])([CH3:12])[CH:8]=[C:7]2[CH:14]([CH3:15])[CH3:16]. (5) Given the reactants C([O:4][C@H:5]1[C@H:10]([O:11]C(=O)C)[C@@H:9]([O:15]C(=O)C)[C@H:8]([C:19]2[CH:24]=[CH:23][C:22]([Cl:25])=[C:21]([CH2:26][C:27]3[CH:32]=[CH:31][C:30]([C:33]([CH2:35]Br)=[CH2:34])=[CH:29][CH:28]=3)[CH:20]=2)[O:7][C@@H:6]1[CH2:37][O:38]C(=O)C)(=O)C.[CH3:42][O-:43].[Na+], predict the reaction product. The product is: [Cl:25][C:22]1[CH:23]=[CH:24][C:19]([C@H:8]2[C@H:9]([OH:15])[C@@H:10]([OH:11])[C@H:5]([OH:4])[C@@H:6]([CH2:37][OH:38])[O:7]2)=[CH:20][C:21]=1[CH2:26][C:27]1[CH:32]=[CH:31][C:30]([C:33]([CH2:35][O:43][CH3:42])=[CH2:34])=[CH:29][CH:28]=1. (6) The product is: [NH2:29][C:25]1[CH:24]=[C:23]([C:21]2[N:20]=[CH:19][N:18]([C:16]([N:15]([CH:12]3[CH2:13][CH2:14][N:9]([C:6]4[CH:5]=[CH:4][C:3]([O:2][CH3:1])=[CH:8][CH:7]=4)[CH2:10][CH2:11]3)[CH3:32])=[O:17])[CH:22]=2)[CH:28]=[CH:27][CH:26]=1. Given the reactants [CH3:1][O:2][C:3]1[CH:8]=[CH:7][C:6]([N:9]2[CH2:14][CH2:13][CH:12]([N:15]([CH3:32])[C:16]([N:18]3[CH:22]=[C:21]([C:23]4[CH:28]=[CH:27][CH:26]=[C:25]([N+:29]([O-])=O)[CH:24]=4)[N:20]=[CH:19]3)=[O:17])[CH2:11][CH2:10]2)=[CH:5][CH:4]=1, predict the reaction product. (7) Given the reactants [CH2:1]([N:8]1[CH:12]=[C:11]([CH2:13][CH2:14][CH2:15][CH2:16][OH:17])[N:10]=[N:9]1)[C:2]1[CH:7]=[CH:6][CH:5]=[CH:4][CH:3]=1.CC(OI1(OC(C)=O)(OC(C)=O)OC(=O)C2C1=CC=CC=2)=O, predict the reaction product. The product is: [CH2:1]([N:8]1[CH:12]=[C:11]([CH2:13][CH2:14][CH2:15][CH:16]=[O:17])[N:10]=[N:9]1)[C:2]1[CH:7]=[CH:6][CH:5]=[CH:4][CH:3]=1. (8) Given the reactants [OH:1][C:2]1[CH:11]=[C:10]2[C:5]([C:6]([C:13]3[CH:14]=[N:15][CH:16]=[CH:17][CH:18]=3)=[CH:7][C:8](=[O:12])[O:9]2)=[CH:4][CH:3]=1.C(N(CC)CC)C.[S:26](O[S:26]([C:29]([F:32])([F:31])[F:30])(=[O:28])=[O:27])([C:29]([F:32])([F:31])[F:30])(=[O:28])=[O:27].[Cl-].[NH4+], predict the reaction product. The product is: [F:30][C:29]([F:32])([F:31])[S:26]([O:1][C:2]1[CH:11]=[C:10]2[C:5]([C:6]([C:13]3[CH:14]=[N:15][CH:16]=[CH:17][CH:18]=3)=[CH:7][C:8](=[O:12])[O:9]2)=[CH:4][CH:3]=1)(=[O:28])=[O:27].